Dataset: Forward reaction prediction with 1.9M reactions from USPTO patents (1976-2016). Task: Predict the product of the given reaction. (1) Given the reactants [Cl:1][C:2]1[CH:3]=[N:4][CH:5]=[C:6]([Cl:9])[C:7]=1Cl.[C:10]([NH:13][CH:14]1[CH2:19][CH2:18][NH:17][CH2:16][CH2:15]1)(=[O:12])[CH3:11].C(N(CC)CC)C, predict the reaction product. The product is: [Cl:9][C:6]1[CH:5]=[N:4][CH:3]=[C:2]([Cl:1])[C:7]=1[N:17]1[CH2:18][CH2:19][CH:14]([NH:13][C:10](=[O:12])[CH3:11])[CH2:15][CH2:16]1. (2) The product is: [N:16]1[C:13]2[CH:14]=[CH:15][CH:10]=[CH:11][C:12]=2[NH:17][CH:18]=1. Given the reactants COC(=O)CCCCCO[C:10]1[CH:15]=[CH:14][C:13]([NH2:16])=[C:12]([NH:17][CH:18]2CCCCC2)[CH:11]=1.COC(OC)(OC)C1C=CC=CC=1, predict the reaction product. (3) Given the reactants [Cl:1][C:2]1[CH:3]=[C:4]([C@@H:8]2[C@@H:13]([C:14]3[CH:19]=[CH:18][C:17]([Cl:20])=[CH:16][CH:15]=3)[N:12]([C@@H:21]([CH2:27][CH3:28])[C:22](OCC)=[O:23])[C:11](=[O:29])[C@@H:10]([CH2:30][C:31]([OH:33])=[O:32])[CH2:9]2)[CH:5]=[CH:6][CH:7]=1.[BH4-].[Li+].CO, predict the reaction product. The product is: [Cl:1][C:2]1[CH:3]=[C:4]([C@@H:8]2[C@@H:13]([C:14]3[CH:19]=[CH:18][C:17]([Cl:20])=[CH:16][CH:15]=3)[N:12]([C@@H:21]([CH2:27][CH3:28])[CH2:22][OH:23])[C:11](=[O:29])[C@@H:10]([CH2:30][C:31]([OH:33])=[O:32])[CH2:9]2)[CH:5]=[CH:6][CH:7]=1.